Dataset: Peptide-MHC class II binding affinity with 134,281 pairs from IEDB. Task: Regression. Given a peptide amino acid sequence and an MHC pseudo amino acid sequence, predict their binding affinity value. This is MHC class II binding data. (1) The peptide sequence is SETGFMRFFQLLRLMADK. The MHC is DRB1_0101 with pseudo-sequence DRB1_0101. The binding affinity (normalized) is 0.380. (2) The peptide sequence is SVKEDLVAYGGSWKL. The MHC is DRB1_0301 with pseudo-sequence DRB1_0301. The binding affinity (normalized) is 0.497. (3) The peptide sequence is EEFCTLASRFLVEED. The MHC is DRB1_0802 with pseudo-sequence DRB1_0802. The binding affinity (normalized) is 0.502. (4) The peptide sequence is VLTHVKINDKCPSTG. The MHC is HLA-DQA10102-DQB10501 with pseudo-sequence HLA-DQA10102-DQB10501. The binding affinity (normalized) is 0.561. (5) The peptide sequence is SQTTANPSCAEGT. The MHC is DRB1_1101 with pseudo-sequence DRB1_1101. The binding affinity (normalized) is 0.0186. (6) The binding affinity (normalized) is 0.0934. The peptide sequence is NTSYRLISCNTSVI. The MHC is H-2-IAb with pseudo-sequence H-2-IAb. (7) The peptide sequence is AAATAGTTVYGAFGA. The MHC is HLA-DPA10103-DPB10601 with pseudo-sequence HLA-DPA10103-DPB10601. The binding affinity (normalized) is 0.0816. (8) The peptide sequence is ALEDDLLNRNNSFKP. The MHC is HLA-DQA10104-DQB10503 with pseudo-sequence HLA-DQA10104-DQB10503. The binding affinity (normalized) is 0. (9) The peptide sequence is YWFAPGAGAAPLSWS. The MHC is HLA-DPA10103-DPB10401 with pseudo-sequence HLA-DPA10103-DPB10401. The binding affinity (normalized) is 0.205. (10) The peptide sequence is GELQIVRKIDAAFKI. The MHC is DRB1_1101 with pseudo-sequence DRB1_1101. The binding affinity (normalized) is 0.883.